Predict which catalyst facilitates the given reaction. From a dataset of Catalyst prediction with 721,799 reactions and 888 catalyst types from USPTO. (1) The catalyst class is: 1. Product: [CH3:25][Si:24]([CH3:27])([CH3:26])[C:23]#[C:22][CH2:21][CH2:1][C:2]1[CH:11]=[CH:10][C:9]2[C:4](=[CH:5][CH:6]=[CH:7][CH:8]=2)[N:3]=1. Reactant: [CH3:1][C:2]1[CH:11]=[CH:10][C:9]2[C:4](=[CH:5][CH:6]=[CH:7][CH:8]=2)[N:3]=1.[Li+].CC([N-]C(C)C)C.Br[CH2:21][C:22]#[C:23][Si:24]([CH3:27])([CH3:26])[CH3:25]. (2) Reactant: [CH2:1]([N:3]=[C:4]=[O:5])[CH3:2].[NH2:6][C:7]1[S:8][C:9]([C:13]2[CH:14]=[C:15]([NH:20][S:21]([CH3:24])(=[O:23])=[O:22])[C:16]([Cl:19])=[N:17][CH:18]=2)=[C:10]([CH3:12])[N:11]=1. Product: [Cl:19][C:16]1[C:15]([NH:20][S:21]([CH3:24])(=[O:23])=[O:22])=[CH:14][C:13]([C:9]2[S:8][C:7]([NH:6][C:4]([NH:3][CH2:1][CH3:2])=[O:5])=[N:11][C:10]=2[CH3:12])=[CH:18][N:17]=1. The catalyst class is: 1. (3) Reactant: C(OC([NH:11][C@@H:12]([CH2:16][O:17][C:18]([CH3:21])([CH3:20])[CH3:19])[C:13]([OH:15])=[O:14])=O)C1C=CC=CC=1.[CH:22]1(O)[CH2:26][CH2:25][CH2:24][CH2:23]1.CCN=C=NCCCN(C)C.Cl. Product: [C:18]([O:17][CH2:16][C@@H:12]([C:13]([O:15][CH:22]1[CH2:26][CH2:25][CH2:24][CH2:23]1)=[O:14])[NH2:11])([CH3:19])([CH3:20])[CH3:21]. The catalyst class is: 239. (4) Product: [Cl:19][CH2:18][O:17][C:16]([O:14][CH2:13][CH2:12][CH2:11][CH2:10][CH2:9][CH2:8][NH:7][C:6](=[O:15])[O:5][C:1]([CH3:4])([CH3:2])[CH3:3])=[O:20]. Reactant: [C:1]([O:5][C:6](=[O:15])[NH:7][CH2:8][CH2:9][CH2:10][CH2:11][CH2:12][CH2:13][OH:14])([CH3:4])([CH3:3])[CH3:2].[C:16](Cl)(=[O:20])[O:17][CH2:18][Cl:19].N1C=CC=CC=1. The catalyst class is: 2. (5) Reactant: Cl[CH2:2][C:3]1[N:7]([C:8]2[CH:13]=[CH:12][C:11]([C:14]([F:17])([F:16])[F:15])=[CH:10][CH:9]=2)[N:6]=[N:5][N:4]=1.[CH2:18]([S:20]([N:23]1[CH2:28][CH2:27][NH:26][CH2:25][CH2:24]1)(=[O:22])=[O:21])[CH3:19].C(N(CC)CC)C. Product: [CH2:18]([S:20]([N:23]1[CH2:24][CH2:25][N:26]([CH2:2][C:3]2[N:7]([C:8]3[CH:13]=[CH:12][C:11]([C:14]([F:17])([F:16])[F:15])=[CH:10][CH:9]=3)[N:6]=[N:5][N:4]=2)[CH2:27][CH2:28]1)(=[O:22])=[O:21])[CH3:19]. The catalyst class is: 10.